This data is from Forward reaction prediction with 1.9M reactions from USPTO patents (1976-2016). The task is: Predict the product of the given reaction. (1) Given the reactants Br[C:2]1[CH:11]=[CH:10][C:9]([O:12][CH3:13])=[CH:8][C:3]=1[C:4]([O:6][CH3:7])=[O:5].[F:14][C:15]1[CH:22]=[CH:21][C:18]([CH:19]=[CH2:20])=[CH:17][CH:16]=1.C([O-])(O)=O.[Na+], predict the reaction product. The product is: [F:14][C:15]1[CH:22]=[CH:21][C:18]([CH:19]=[CH:20][C:2]2[CH:11]=[CH:10][C:9]([O:12][CH3:13])=[CH:8][C:3]=2[C:4]([O:6][CH3:7])=[O:5])=[CH:17][CH:16]=1. (2) The product is: [CH3:40][N:39]([CH2:38][CH:37]([OH:41])[C:33]1[CH:32]=[N:31][CH:36]=[CH:35][CH:34]=1)[C:18]([C:10]1[NH:11][N:12]=[C:13]([C:14]([O:16][CH3:17])=[O:15])[C:9]=1[O:8][CH2:1][C:2]1[CH:3]=[CH:4][CH:5]=[CH:6][CH:7]=1)=[O:20]. Given the reactants [CH2:1]([O:8][C:9]1[C:10]([C:18]([OH:20])=O)=[N:11][NH:12][C:13]=1[C:14]([O:16][CH3:17])=[O:15])[C:2]1[CH:7]=[CH:6][CH:5]=[CH:4][CH:3]=1.C1C=CC2N(O)N=NC=2C=1.[N:31]1[CH:36]=[CH:35][CH:34]=[C:33]([CH:37]([OH:41])[CH2:38][NH:39][CH3:40])[CH:32]=1.C(N(CC)CC)C.C(Cl)CCl, predict the reaction product. (3) Given the reactants [NH2:1][CH2:2][CH:3]1[CH:8]2[CH:4]1[CH2:5][N:6]([C:9]1[N:14]=[CH:13][C:12]([C:15]([O:17][CH2:18][CH3:19])=[O:16])=[CH:11][N:10]=1)[CH2:7]2.[CH:20]1[C:29]2[C:24](=[CH:25][CH:26]=[CH:27][CH:28]=2)[CH:23]=[CH:22][C:21]=1[CH:30]=O.[BH4-].[Na+].[NH4+].[Cl-], predict the reaction product. The product is: [CH:20]1[C:29]2[C:24](=[CH:25][CH:26]=[CH:27][CH:28]=2)[CH:23]=[CH:22][C:21]=1[CH2:30][NH:1][CH2:2][CH:3]1[CH:8]2[CH:4]1[CH2:5][N:6]([C:9]1[N:10]=[CH:11][C:12]([C:15]([O:17][CH2:18][CH3:19])=[O:16])=[CH:13][N:14]=1)[CH2:7]2. (4) Given the reactants C(N(CC)C(C1C=C(C2C=NN(CCCO)C=2)C=CC=1NC1C(C(F)(F)F)=CN=C(NC2C=CC(CP(=O)(O)OCC)=CC=2OC)N=1)=O)C.[OH:50][CH2:51][CH2:52][CH2:53][N:54]1[CH:58]=[C:57]([C:59]2[N:64]=[C:63]([C:65](=[O:68])[NH:66][CH3:67])[C:62]([NH:69][C:70]3[C:75]([C:76]([F:79])([F:78])[F:77])=[CH:74][N:73]=[C:72]([NH:80][C:81]4[CH:95]=[CH:94][C:84]([CH2:85][P:86](=[O:93])([O:90]CC)[O:87][CH2:88][CH3:89])=[CH:83][C:82]=4[O:96][CH3:97])[N:71]=3)=[CH:61][CH:60]=2)[C:56]([O:98][CH3:99])=[N:55]1, predict the reaction product. The product is: [OH:50][CH2:51][CH2:52][CH2:53][N:54]1[CH:58]=[C:57]([C:59]2[N:64]=[C:63]([C:65](=[O:68])[NH:66][CH3:67])[C:62]([NH:69][C:70]3[C:75]([C:76]([F:77])([F:78])[F:79])=[CH:74][N:73]=[C:72]([NH:80][C:81]4[CH:95]=[CH:94][C:84]([CH2:85][P:86](=[O:90])([OH:93])[O:87][CH2:88][CH3:89])=[CH:83][C:82]=4[O:96][CH3:97])[N:71]=3)=[CH:61][CH:60]=2)[C:56]([O:98][CH3:99])=[N:55]1.